This data is from Reaction yield outcomes from USPTO patents with 853,638 reactions. The task is: Predict the reaction yield, written as a fraction of the theoretical maximum amount of product (1.0 means a 100% yield; for example, 0.34 means a 34% yield). (1) The reactants are [CH3:1][C:2]1([CH3:9])[C:6]([CH3:8])([CH3:7])[O:5][BH:4][O:3]1.Br[C:11]1[CH:19]=[CH:18][CH:17]=[C:16]2[C:12]=1[CH:13]=[C:14]([C:20]#[N:21])[NH:15]2.C(N(CC)CC)C.C1(P(C2CCCCC2)C2C=CC=CC=2C2C=CC=CC=2)CCCCC1. The product is [CH3:1][C:2]1([CH3:9])[C:6]([CH3:8])([CH3:7])[O:5][B:4]([C:11]2[CH:19]=[CH:18][CH:17]=[C:16]3[C:12]=2[CH:13]=[C:14]([C:20]#[N:21])[NH:15]3)[O:3]1. The yield is 0.660. The catalyst is O1CCOCC1.C(Cl)Cl.C([O-])(=O)C.[Pd+2].C([O-])(=O)C. (2) The reactants are [O:1]=[CH:2]/[CH:3]=[CH:4]/[C:5]([O:7][CH2:8][CH3:9])=[O:6].[CH3:10][O:11][C:12]1[CH:17]=[CH:16][C:15]([S:18]([N:21]=[CH:22]/[CH:23]=[CH:24]/[C:25]2[CH:30]=[CH:29][CH:28]=[CH:27][CH:26]=2)(=[O:20])=[O:19])=[CH:14][CH:13]=1. The catalyst is C(Cl)(Cl)Cl. The product is [CH3:10][O:11][C:12]1[CH:13]=[CH:14][C:15]([S:18]([N:21]2[CH:22]=[CH:23][C@H:24]([C:25]3[CH:30]=[CH:29][CH:28]=[CH:27][CH:26]=3)[C@H:3]([CH2:4][C:5]([O:7][CH2:8][CH3:9])=[O:6])[C:2]2=[O:1])(=[O:19])=[O:20])=[CH:16][CH:17]=1. The yield is 0.900.